Dataset: Reaction yield outcomes from USPTO patents with 853,638 reactions. Task: Predict the reaction yield, written as a fraction of the theoretical maximum amount of product (1.0 means a 100% yield; for example, 0.34 means a 34% yield). (1) The reactants are N(C(OC(C)C)=O)=N[C:3](OC(C)C)=O.[OH:15][C:16]1[CH:39]=[CH:38][C:19]2[CH2:20][C@@H:21]([CH2:34][C:35]([O-:37])=[O:36])[C:22](=[O:33])[N:23]([CH2:25][CH2:26][C:27]3[CH:32]=[CH:31][CH:30]=[CH:29][CH:28]=3)[CH2:24][C:18]=2[CH:17]=1.[CH3:40][NH:41][C:42]1[N:47]=[C:46]([CH:48](O)[CH3:49])[CH:45]=[CH:44][CH:43]=1.C1(P(C2C=CC=CC=2)C2C=CC=CC=2)C=CC=CC=1. The catalyst is C1COCC1. The product is [CH3:40][NH:41][C:42]1[N:47]=[C:46]([CH2:48][CH2:49][O:15][C:16]2[CH:39]=[CH:38][C:19]3[CH2:20][C@@H:21]([CH2:34][C:35]([O:37][CH3:3])=[O:36])[C:22](=[O:33])[N:23]([CH2:25][CH2:26][C:27]4[CH:32]=[CH:31][CH:30]=[CH:29][CH:28]=4)[CH2:24][C:18]=3[CH:17]=2)[CH:45]=[CH:44][CH:43]=1. The yield is 0.510. (2) The reactants are [NH2:1][CH2:2][C:3]1[CH:4]=[C:5]([C:9]2[N:17]3[C:12]([C:13]([NH2:18])=[N:14][CH:15]=[N:16]3)=[C:11]([C:19]3[CH:20]=[CH:21][C:22]4[C:26]([CH:27]=3)=[N:25][N:24]([CH2:28][C:29]3[CH:34]=[CH:33][CH:32]=[CH:31][CH:30]=3)[CH:23]=4)[CH:10]=2)[CH:6]=[CH:7][CH:8]=1.[CH3:35][S:36](Cl)(=[O:38])=[O:37]. No catalyst specified. The product is [NH2:18][C:13]1[C:12]2=[C:11]([C:19]3[CH:20]=[CH:21][C:22]4[C:26]([CH:27]=3)=[N:25][N:24]([CH2:28][C:29]3[CH:34]=[CH:33][CH:32]=[CH:31][CH:30]=3)[CH:23]=4)[CH:10]=[C:9]([C:5]3[CH:4]=[C:3]([CH:8]=[CH:7][CH:6]=3)[CH2:2][NH:1][S:36]([CH3:35])(=[O:38])=[O:37])[N:17]2[N:16]=[CH:15][N:14]=1. The yield is 0.0800.